This data is from Retrosynthesis with 50K atom-mapped reactions and 10 reaction types from USPTO. The task is: Predict the reactants needed to synthesize the given product. (1) Given the product NC1CCN(C(=O)N2CC(c3ccc(OC(F)(F)F)cc3)CC(c3nc(-c4cccc(F)c4)no3)C2)C1, predict the reactants needed to synthesize it. The reactants are: NC1CCNC1.O=C(Cl)N1CC(c2ccc(OC(F)(F)F)cc2)CC(c2nc(-c3cccc(F)c3)no2)C1. (2) Given the product CC(=O)Nc1ccc(CCC(=O)c2ccccc2)cc1, predict the reactants needed to synthesize it. The reactants are: CC(=O)OC(C)=O.Nc1ccc(CCC(=O)c2ccccc2)cc1. (3) Given the product CCCc1c2c(cc(C(C)=O)c1OCCCOc1cccc3c1CCCC3)CCC(CCC(=O)OCC)(CCC(=O)OCC)O2, predict the reactants needed to synthesize it. The reactants are: BrCCCOc1cccc2c1CCCC2.CCCc1c(O)c(C(C)=O)cc2c1OC(CCC(=O)OCC)(CCC(=O)OCC)CC2. (4) Given the product CC(C)(C)OC(=O)N1CC(CNCc2ccncc2)C(Cc2cc(F)cc(F)c2)C1, predict the reactants needed to synthesize it. The reactants are: CC(C)(C)OC(=O)N1CC(C=O)C(Cc2cc(F)cc(F)c2)C1.NCc1ccncc1.